This data is from Forward reaction prediction with 1.9M reactions from USPTO patents (1976-2016). The task is: Predict the product of the given reaction. Given the reactants [F:1][C:2]1[CH:11]=[C:10]2[C:5]([CH:6]=[CH:7][N:8]=[C:9]2[O:12][C@H:13]2[CH2:53][N:16]3[C:17](=[O:52])[C@@H:18]([NH:44]C(=O)OC(C)(C)C)[C@H:19]([CH3:43])[O:20][C@H:21]([CH3:42])[CH2:22][CH2:23][CH:24]=[CH:25][C@@H:26]4[CH2:31][C@@:27]4([C:32](=[O:41])[NH:33][S:34]([C:37]4([CH3:40])[CH2:39][CH2:38]4)(=[O:36])=[O:35])[NH:28][C:29](=[O:30])[C@@H:15]3[CH2:14]2)=[CH:4][C:3]=1[O:54][CH3:55].C(O)(C(F)(F)F)=O, predict the reaction product. The product is: [NH2:44][C@@H:18]1[C:17](=[O:52])[N:16]2[CH2:53][C@H:13]([O:12][C:9]3[C:10]4[C:5](=[CH:4][C:3]([O:54][CH3:55])=[C:2]([F:1])[CH:11]=4)[CH:6]=[CH:7][N:8]=3)[CH2:14][C@H:15]2[C:29](=[O:30])[NH:28][C@:27]2([C:32]([NH:33][S:34]([C:37]3([CH3:40])[CH2:38][CH2:39]3)(=[O:35])=[O:36])=[O:41])[CH2:31][C@H:26]2[CH:25]=[CH:24][CH2:23][CH2:22][C@@H:21]([CH3:42])[O:20][C@H:19]1[CH3:43].